This data is from Catalyst prediction with 721,799 reactions and 888 catalyst types from USPTO. The task is: Predict which catalyst facilitates the given reaction. (1) Reactant: [C:1]1([S:7]([N:10]2[C:14]3=[N:15][CH:16]=[C:17]([N+:27]([O-:29])=[O:28])[C:18]([NH:19][C@H:20]4[CH2:25][CH2:24][CH2:23][C@H:22]([OH:26])[CH2:21]4)=[C:13]3[CH:12]=[CH:11]2)(=[O:9])=[O:8])[CH:6]=[CH:5][CH:4]=[CH:3][CH:2]=1.C(N(CC)C(C)C)(C)C.[C:39](Cl)(=[O:41])[CH3:40]. Product: [C:1]1([S:7]([N:10]2[C:14]3=[N:15][CH:16]=[C:17]([N+:27]([O-:29])=[O:28])[C:18]([NH:19][CH:20]4[CH2:25][CH2:24][CH2:23][CH:22]([O:26][C:39](=[O:41])[CH3:40])[CH2:21]4)=[C:13]3[CH:12]=[CH:11]2)(=[O:9])=[O:8])[CH:6]=[CH:5][CH:4]=[CH:3][CH:2]=1. The catalyst class is: 172. (2) Reactant: Cl[C:2]1[CH:3]=[C:4]([CH:9]=[CH:10][N:11]=1)[C:5]([O:7][CH3:8])=[O:6].C(=O)([O-])[O-].[Cs+].[Cs+].[F:18][C:19]1[CH:24]=[CH:23][C:22](B(O)O)=[CH:21][CH:20]=1. Product: [F:18][C:19]1[CH:24]=[CH:23][C:22]([C:2]2[CH:3]=[C:4]([CH:9]=[CH:10][N:11]=2)[C:5]([O:7][CH3:8])=[O:6])=[CH:21][CH:20]=1. The catalyst class is: 164. (3) Reactant: Cl.[NH2:2][CH:3]1[CH2:11][C:10]2[C:5](=[CH:6][CH:7]=[CH:8][CH:9]=2)[CH2:4]1.N12CCCN=C1CCCCC2.[CH:23]([S:26](Cl)(=[O:28])=[O:27])([CH3:25])[CH3:24]. Product: [CH2:4]1[C:5]2[C:10](=[CH:9][CH:8]=[CH:7][CH:6]=2)[CH2:11][CH:3]1[NH:2][S:26]([CH:23]([CH3:25])[CH3:24])(=[O:28])=[O:27]. The catalyst class is: 4.